Dataset: Full USPTO retrosynthesis dataset with 1.9M reactions from patents (1976-2016). Task: Predict the reactants needed to synthesize the given product. (1) Given the product [Cl:22][C:13]1[CH:14]=[CH:15][CH:16]=[C:17]([C:18]([F:21])([F:20])[F:19])[C:12]=1[CH2:11][N:4]1[C:5]2[C:6](=[N:7][CH:8]=[CH:9][CH:10]=2)[C:2]([C:25]2[CH:26]=[CH:27][C:28]([C:30]([O:32][CH3:33])=[O:31])=[CH:29][C:24]=2[F:23])=[CH:3]1, predict the reactants needed to synthesize it. The reactants are: Br[C:2]1[C:6]2=[N:7][CH:8]=[CH:9][CH:10]=[C:5]2[N:4]([CH2:11][C:12]2[C:17]([C:18]([F:21])([F:20])[F:19])=[CH:16][CH:15]=[CH:14][C:13]=2[Cl:22])[CH:3]=1.[F:23][C:24]1[CH:29]=[C:28]([C:30]([O:32][CH3:33])=[O:31])[CH:27]=[CH:26][C:25]=1B(O)O.C([O-])([O-])=O.[K+].[K+]. (2) Given the product [CH2:40]([NH:39][C:28]([C:24]1[C:23]2[CH:31]=[CH:32][C:20]([O:19][C:16]3[CH:15]=[CH:14][N:13]=[C:12]4[CH:11]=[C:10]([C:8]([N:5]5[CH2:6][CH2:7][CH:3]([O:2][CH3:1])[CH2:4]5)=[O:9])[S:18][C:17]=34)=[CH:21][C:22]=2[O:26][C:25]=1[CH3:27])=[O:29])[CH2:41][CH3:42], predict the reactants needed to synthesize it. The reactants are: [CH3:1][O:2][CH:3]1[CH2:7][CH2:6][N:5]([C:8]([C:10]2[S:18][C:17]3[C:12](=[N:13][CH:14]=[CH:15][C:16]=3[O:19][C:20]3[CH:32]=[CH:31][C:23]4[C:24]([C:28](O)=[O:29])=[C:25]([CH3:27])[O:26][C:22]=4[CH:21]=3)[CH:11]=2)=[O:9])[CH2:4]1.C(Cl)(=O)C(Cl)=O.[NH2:39][CH2:40][CH2:41][CH3:42]. (3) Given the product [NH:42]1[C:43]2[C:39](=[C:38]([C:2]3[N:3]=[C:4]([N:24]4[CH2:29][CH2:28][O:27][CH2:26][CH2:25]4)[C:5]4[S:10][C:9]([C:11]5[CH:12]=[C:13]([CH:21]=[CH:22][CH:23]=5)[C:14]([NH:16][CH2:17][C@@H:18]([OH:20])[CH3:19])=[O:15])=[CH:8][C:6]=4[N:7]=3)[CH:46]=[CH:45][CH:44]=2)[CH:40]=[N:41]1, predict the reactants needed to synthesize it. The reactants are: Cl[C:2]1[N:3]=[C:4]([N:24]2[CH2:29][CH2:28][O:27][CH2:26][CH2:25]2)[C:5]2[S:10][C:9]([C:11]3[CH:12]=[C:13]([CH:21]=[CH:22][CH:23]=3)[C:14]([NH:16][CH2:17][C@@H:18]([OH:20])[CH3:19])=[O:15])=[CH:8][C:6]=2[N:7]=1.CC1(C)C(C)(C)OB([C:38]2[CH:46]=[CH:45][CH:44]=[C:43]3[C:39]=2[CH:40]=[N:41][NH:42]3)O1. (4) Given the product [C:32]([C:31]1[CH:30]=[CH:29][C:28]([C@H:16]2[CH2:17][NH:18][CH2:19][CH2:20][NH:15]2)=[CH:35][CH:34]=1)#[N:33], predict the reactants needed to synthesize it. The reactants are: ClC(OC(Cl)C)=O.C([N:15]1[CH2:20][CH2:19][N:18](CC2C=CC=CC=2)[CH2:17][C@@H:16]1[C:28]1[CH:35]=[CH:34][C:31]([C:32]#[N:33])=[CH:30][CH:29]=1)C1C=CC=CC=1. (5) Given the product [Br:22][C:23]1[CH:24]=[C:25]2[C:29](=[CH:30][CH:31]=1)[NH:28][C:27](=[O:32])[C:26]2=[CH:20][C:3]1[NH:4][C:5]2[CH2:11][CH2:10][CH2:9][N:8]([CH2:12][CH2:13][N:14]3[CH2:15][CH2:16][CH2:17][CH2:18]3)[C:7](=[O:19])[C:6]=2[C:2]=1[CH3:1], predict the reactants needed to synthesize it. The reactants are: [CH3:1][C:2]1[C:6]2[C:7](=[O:19])[N:8]([CH2:12][CH2:13][N:14]3[CH2:18][CH2:17][CH2:16][CH2:15]3)[CH2:9][CH2:10][CH2:11][C:5]=2[NH:4][C:3]=1[CH:20]=O.[Br:22][C:23]1[CH:24]=[C:25]2[C:29](=[CH:30][CH:31]=1)[NH:28][C:27](=[O:32])[CH2:26]2. (6) Given the product [Br:29][C:26]1[CH:27]=[CH:28][C:23]([NH:1][C:2]2[CH:7]=[CH:6][C:5]([CH:8]3[O:13][CH2:12][CH2:11][N:10]([C:14]([O:16][C:17]([CH3:18])([CH3:20])[CH3:19])=[O:15])[CH2:9]3)=[CH:4][C:3]=2[CH3:21])=[N:24][CH:25]=1, predict the reactants needed to synthesize it. The reactants are: [NH2:1][C:2]1[CH:7]=[CH:6][C:5]([CH:8]2[O:13][CH2:12][CH2:11][N:10]([C:14]([O:16][C:17]([CH3:20])([CH3:19])[CH3:18])=[O:15])[CH2:9]2)=[CH:4][C:3]=1[CH3:21].Br[C:23]1[CH:28]=[CH:27][C:26]([Br:29])=[CH:25][N:24]=1.C(=O)([O-])[O-].[Cs+].[Cs+]. (7) Given the product [F:19][C:16]1[CH:17]=[CH:18][C:13]([O:12][CH2:11][C:9]2[N:10]=[C:5]3[N:4]=[CH:3][C:2]([C:22]4[CH:23]=[C:24]([CH3:27])[CH:25]=[CH:26][C:21]=4[NH2:20])=[CH:7][N:6]3[CH:8]=2)=[CH:14][CH:15]=1, predict the reactants needed to synthesize it. The reactants are: Br[C:2]1[CH:3]=[N:4][C:5]2[N:6]([CH:8]=[C:9]([CH2:11][O:12][C:13]3[CH:18]=[CH:17][C:16]([F:19])=[CH:15][CH:14]=3)[N:10]=2)[CH:7]=1.[NH2:20][C:21]1[CH:26]=[CH:25][C:24]([CH3:27])=[CH:23][C:22]=1B(O)O.